This data is from Peptide-MHC class I binding affinity with 185,985 pairs from IEDB/IMGT. The task is: Regression. Given a peptide amino acid sequence and an MHC pseudo amino acid sequence, predict their binding affinity value. This is MHC class I binding data. (1) The peptide sequence is CSKILDLCY. The MHC is HLA-A26:01 with pseudo-sequence HLA-A26:01. The binding affinity (normalized) is 0. (2) The peptide sequence is ALGLGIVSL. The MHC is H-2-Kb with pseudo-sequence H-2-Kb. The binding affinity (normalized) is 0. (3) The peptide sequence is WNNETWQEW. The MHC is Mamu-B52 with pseudo-sequence Mamu-B52. The binding affinity (normalized) is 0.677. (4) The peptide sequence is ELRSRYWAI. The MHC is HLA-B54:01 with pseudo-sequence HLA-B54:01. The binding affinity (normalized) is 0. (5) The peptide sequence is LLPFMSDMSSK. The MHC is H-2-Db with pseudo-sequence H-2-Db. The binding affinity (normalized) is 0.0916. (6) The peptide sequence is YHDPANWPL. The MHC is HLA-A30:01 with pseudo-sequence HLA-A30:01. The binding affinity (normalized) is 0.0847.